From a dataset of Forward reaction prediction with 1.9M reactions from USPTO patents (1976-2016). Predict the product of the given reaction. (1) Given the reactants [NH2:1][C:2]1[CH:3]=[C:4]([CH:19]=[CH:20][C:21]=1[NH:22][CH3:23])[O:5][C:6]1[CH:11]=[CH:10][N:9]=[C:8]([C:12]([O:14][C:15]([CH3:18])([CH3:17])[CH3:16])=[O:13])[CH:7]=1.[Br:24][C:25]1[CH:30]=[CH:29][C:28]([N:31]=[C:32]=S)=[CH:27][CH:26]=1.Cl.C(N=C=NCCCN(C)C)C, predict the reaction product. The product is: [Br:24][C:25]1[CH:30]=[CH:29][C:28]([NH:31][C:32]2[N:22]([CH3:23])[C:21]3[CH:20]=[CH:19][C:4]([O:5][C:6]4[CH:11]=[CH:10][N:9]=[C:8]([C:12]([O:14][C:15]([CH3:18])([CH3:17])[CH3:16])=[O:13])[CH:7]=4)=[CH:3][C:2]=3[N:1]=2)=[CH:27][CH:26]=1. (2) Given the reactants [OH:1][C:2]1[CH:3]=[C:4]2[C:8](=[CH:9][CH:10]=1)[N:7]([CH:11]1[CH2:16][CH2:15][CH2:14][CH2:13][O:12]1)[N:6]=[C:5]2[CH:17]=[O:18].I[CH2:20][CH:21]([CH3:23])[CH3:22].C(=O)([O-])[O-].[Cs+].[Cs+], predict the reaction product. The product is: [CH2:20]([O:1][C:2]1[CH:3]=[C:4]2[C:8](=[CH:9][CH:10]=1)[N:7]([CH:11]1[CH2:16][CH2:15][CH2:14][CH2:13][O:12]1)[N:6]=[C:5]2[CH:17]=[O:18])[CH:21]([CH3:23])[CH3:22].